The task is: Predict the product of the given reaction.. This data is from Forward reaction prediction with 1.9M reactions from USPTO patents (1976-2016). (1) The product is: [F:40][C:41]1[CH:42]=[C:43]([CH:59]=[CH:60][CH:61]=1)[CH2:44][N:45]1[CH:49]=[C:48]([C:2]2[C:10]3[C:5](=[N:6][CH:7]=[C:8]([C:11]4[CH:16]=[CH:15][C:14]([C:17]5[CH2:22][CH2:21][N:20]([C:23]([O:25][C:26]([CH3:29])([CH3:27])[CH3:28])=[O:24])[CH2:19][CH:18]=5)=[CH:13][CH:12]=4)[CH:9]=3)[N:4]([S:30]([C:33]3[CH:34]=[CH:35][C:36]([CH3:37])=[CH:38][CH:39]=3)(=[O:31])=[O:32])[CH:3]=2)[CH:47]=[N:46]1. Given the reactants I[C:2]1[C:10]2[C:5](=[N:6][CH:7]=[C:8]([C:11]3[CH:16]=[CH:15][C:14]([C:17]4[CH2:22][CH2:21][N:20]([C:23]([O:25][C:26]([CH3:29])([CH3:28])[CH3:27])=[O:24])[CH2:19][CH:18]=4)=[CH:13][CH:12]=3)[CH:9]=2)[N:4]([S:30]([C:33]2[CH:39]=[CH:38][C:36]([CH3:37])=[CH:35][CH:34]=2)(=[O:32])=[O:31])[CH:3]=1.[F:40][C:41]1[CH:42]=[C:43]([CH:59]=[CH:60][CH:61]=1)[CH2:44][N:45]1[CH:49]=[C:48](B2OC(C)(C)C(C)(C)O2)[CH:47]=[N:46]1.C(=O)([O-])[O-].[Na+].[Na+], predict the reaction product. (2) Given the reactants NC1C(C(O)=O)=CN(C2N=CC3CC[C:14]4[CH:20]=[C:21]([O:24][CH3:25])C=C[C:13]=4[C:12]=3[N:11]=2)N=1.Br[C:27]1[CH:39]=[CH:38][C:30]2[NH:31]C(C(Cl)(Cl)Cl)=[N:33][C:29]=2[CH:28]=1.C([O-])([O-])=O.[Na+].[Na+].N#N, predict the reaction product. The product is: [NH2:33][C:29]1[CH:28]=[C:27]([C:20]2[C:21]([O:24][CH3:25])=[N:11][CH:12]=[CH:13][CH:14]=2)[CH:39]=[CH:38][C:30]=1[NH2:31]. (3) Given the reactants ClC(Cl)(O[C:5](=[O:11])OC(Cl)(Cl)Cl)Cl.[CH2:13]([N:15]1[C:19]2[N:20]=[C:21]([C:30]3[CH:35]=[CH:34][C:33]([NH2:36])=[CH:32][CH:31]=3)[N:22]=[C:23]([N:24]3[CH2:29][CH2:28][O:27][CH2:26][CH2:25]3)[C:18]=2[N:17]=[N:16]1)[CH3:14].[NH2:37][C:38]1[CH:43]=[CH:42][N:41]=[C:40]([CH3:44])[CH:39]=1.CCN(CC)CC, predict the reaction product. The product is: [CH2:13]([N:15]1[C:19]2[N:20]=[C:21]([C:30]3[CH:35]=[CH:34][C:33]([NH:36][C:5]([NH:37][C:38]4[CH:43]=[CH:42][N:41]=[C:40]([CH3:44])[CH:39]=4)=[O:11])=[CH:32][CH:31]=3)[N:22]=[C:23]([N:24]3[CH2:25][CH2:26][O:27][CH2:28][CH2:29]3)[C:18]=2[N:17]=[N:16]1)[CH3:14]. (4) The product is: [O:19]=[C:13]1[CH:12]([N:11]2[C:3](=[O:9])[C:4]3=[CH:8][S:7][CH:6]=[C:5]3[C:1]2=[O:10])[CH2:17][CH2:16][C:15](=[O:18])[NH:14]1. Given the reactants [C:1]1(=[O:10])[C:5]2=[CH:6][S:7][CH:8]=[C:4]2[C:3](=[O:9])O1.[NH2:11][CH:12]1[CH2:17][CH2:16][C:15](=[O:18])[NH:14][C:13]1=[O:19].C1N=CN(C(N2C=NC=C2)=O)C=1, predict the reaction product. (5) The product is: [N:23]([CH:5]1[CH2:11][CH2:10][CH2:9][CH2:8][C:7]([C:12]2[CH:17]=[CH:16][CH:15]=[CH:14][C:13]=2[CH3:18])=[CH:6]1)=[N+:24]=[N-:25]. Given the reactants C(O[CH:5]1[CH2:11][CH2:10][CH2:9][CH2:8][C:7]([C:12]2[CH:17]=[CH:16][CH:15]=[CH:14][C:13]=2[CH3:18])=[CH:6]1)(=O)C.C[Si]([N:23]=[N+:24]=[N-:25])(C)C.Cl([O-])(=O)(=O)=O.[Mg+2].Cl([O-])(=O)(=O)=O.O, predict the reaction product.